Task: Regression. Given a peptide amino acid sequence and an MHC pseudo amino acid sequence, predict their binding affinity value. This is MHC class II binding data.. Dataset: Peptide-MHC class II binding affinity with 134,281 pairs from IEDB (1) The peptide sequence is NARILKNCVDAKMTE. The MHC is HLA-DPA10103-DPB10401 with pseudo-sequence HLA-DPA10103-DPB10401. The binding affinity (normalized) is 0.101. (2) The peptide sequence is PPVSFHGSDGCWYPM. The MHC is HLA-DQA10501-DQB10402 with pseudo-sequence HLA-DQA10501-DQB10402. The binding affinity (normalized) is 0.303. (3) The peptide sequence is GGGFGMLLRKYGIAA. The MHC is DRB3_0101 with pseudo-sequence DRB3_0101. The binding affinity (normalized) is 0.180. (4) The peptide sequence is KKIGESSSSSVTEGERT. The MHC is DRB1_1101 with pseudo-sequence DRB1_1101. The binding affinity (normalized) is 0. (5) The peptide sequence is LQYGWKTWGKNLVFS. The MHC is HLA-DQA10601-DQB10402 with pseudo-sequence HLA-DQA10601-DQB10402. The binding affinity (normalized) is 0.652. (6) The peptide sequence is ETLLRAVESYLLAHS. The MHC is DRB1_0301 with pseudo-sequence DRB1_0301. The binding affinity (normalized) is 0.356. (7) The peptide sequence is VLAPTRVVLSEMKEA. The MHC is DRB1_0404 with pseudo-sequence DRB1_0404. The binding affinity (normalized) is 0.623.